From a dataset of Forward reaction prediction with 1.9M reactions from USPTO patents (1976-2016). Predict the product of the given reaction. (1) Given the reactants [O:1]=[C:2]([CH3:14])[CH2:3][S:4][C:5]1[CH:6]=[C:7]([CH:11]=[CH:12][CH:13]=1)[C:8]([OH:10])=[O:9].OS(O)(=O)=O.[CH2:20](O)[CH3:21], predict the reaction product. The product is: [CH2:20]([O:9][C:8](=[O:10])[C:7]1[CH:11]=[CH:12][CH:13]=[C:5]([S:4][CH2:3][C:2](=[O:1])[CH3:14])[CH:6]=1)[CH3:21]. (2) The product is: [CH3:15][C:16]1[CH:17]=[CH:18][C:19]([NH:22][C:23]([C:25]2[C:30]([CH3:31])=[C:29]([C:6]#[N:7])[CH:28]=[C:27]([CH3:33])[N:26]=2)=[O:24])=[N:20][CH:21]=1. Given the reactants C(OC([C:6]1C=C(C#N)C=C(C)[N:7]=1)=O)C.[CH3:15][C:16]1[CH:17]=[CH:18][C:19]([NH:22][C:23]([C:25]2[C:30]([CH3:31])=[C:29](Br)[CH:28]=[C:27]([CH3:33])[N:26]=2)=[O:24])=[N:20][CH:21]=1, predict the reaction product.